From a dataset of Full USPTO retrosynthesis dataset with 1.9M reactions from patents (1976-2016). Predict the reactants needed to synthesize the given product. Given the product [NH2:1][C:4]1[N:9]=[CH:8][N:7]=[C:6]([O:10][C:11]2[CH:16]=[CH:15][C:14]([NH:17][C:18]([NH:20][C:21]3[CH:26]=[CH:25][C:24]([Br:27])=[C:23]([C:28]([F:31])([F:30])[F:29])[CH:22]=3)=[O:19])=[CH:13][CH:12]=2)[CH:5]=1, predict the reactants needed to synthesize it. The reactants are: [N:1]([C:4]1[N:9]=[CH:8][N:7]=[C:6]([O:10][C:11]2[CH:16]=[CH:15][C:14]([NH:17][C:18]([NH:20][C:21]3[CH:26]=[CH:25][C:24]([Br:27])=[C:23]([C:28]([F:31])([F:30])[F:29])[CH:22]=3)=[O:19])=[CH:13][CH:12]=2)[CH:5]=1)=[N+]=[N-].